Dataset: Catalyst prediction with 721,799 reactions and 888 catalyst types from USPTO. Task: Predict which catalyst facilitates the given reaction. (1) Reactant: [OH-].[Na+].[CH2:3]([O:10][C:11]1[CH:26]=[CH:25][C:24]([C:27]2[N:32]=[CH:31][CH:30]=[CH:29][N:28]=2)=[CH:23][C:12]=1[C:13]([O:15]CC1C=CC=CC=1)=[O:14])[C:4]1[CH:9]=[CH:8][CH:7]=[CH:6][CH:5]=1.C1(C)C=CC=CC=1. Product: [CH2:3]([O:10][C:11]1[CH:26]=[CH:25][C:24]([C:27]2[N:28]=[CH:29][CH:30]=[CH:31][N:32]=2)=[CH:23][C:12]=1[C:13]([OH:15])=[O:14])[C:4]1[CH:5]=[CH:6][CH:7]=[CH:8][CH:9]=1. The catalyst class is: 169. (2) Reactant: [Zn](CC)[CH2:2]C.C(O)(C(F)(F)F)=O.C(I)I.[C:16]([O:19][C@H:20]1[C@H:25]([O:26][C:27](=[O:29])[CH3:28])[C@@H:24]([O:30][C:31](=[O:33])[CH3:32])[C@H:23]([C:34]2[CH:39]=[CH:38][C:37]([Cl:40])=[C:36]([CH2:41][C:42]3[CH:47]=[CH:46][C:45]([C:48]([CH2:50][O:51][CH3:52])=[CH2:49])=[CH:44][CH:43]=3)[CH:35]=2)[O:22][C@@H:21]1[CH2:53][O:54][C:55](=[O:57])[CH3:56])(=[O:18])[CH3:17]. Product: [C:16]([O:19][C@H:20]1[C@H:25]([O:26][C:27](=[O:29])[CH3:28])[C@@H:24]([O:30][C:31](=[O:33])[CH3:32])[C@H:23]([C:34]2[CH:39]=[CH:38][C:37]([Cl:40])=[C:36]([CH2:41][C:42]3[CH:43]=[CH:44][C:45]([C:48]4([CH2:50][O:51][CH3:52])[CH2:2][CH2:49]4)=[CH:46][CH:47]=3)[CH:35]=2)[O:22][C@@H:21]1[CH2:53][O:54][C:55](=[O:57])[CH3:56])(=[O:18])[CH3:17]. The catalyst class is: 2.